From a dataset of Forward reaction prediction with 1.9M reactions from USPTO patents (1976-2016). Predict the product of the given reaction. (1) Given the reactants [CH3:1][S:2]([C:5]1[CH:6]=[C:7]2[CH:13]=[C:12]([C:14]3[CH:19]=[CH:18][CH:17]=[CH:16][N:15]=3)[NH:11][C:8]2=[N:9][CH:10]=1)(=[O:4])=[O:3].[H-].[Na+].[F:22][C:23]1[CH:30]=[CH:29][C:26]([CH2:27]Br)=[CH:25][CH:24]=1.C(=O)([O-])O.[Na+], predict the reaction product. The product is: [CH3:1][S:2]([C:5]1[CH:6]=[C:7]2[CH:13]=[C:12]([C:14]3[CH:19]=[CH:18][CH:17]=[CH:16][N:15]=3)[N:11]([CH2:27][C:26]3[CH:29]=[CH:30][C:23]([F:22])=[CH:24][CH:25]=3)[C:8]2=[N:9][CH:10]=1)(=[O:4])=[O:3]. (2) Given the reactants Br[C:2]1[CH:3]=[C:4]2[C:10]([C:11]([O:13][CH3:14])=[O:12])=[N:9][N:8]([S:15]([C:18]3[CH:23]=[CH:22][C:21]([CH3:24])=[CH:20][CH:19]=3)(=[O:17])=[O:16])[C:5]2=[N:6][CH:7]=1.ClCCl.[I-].[C:29]([O:33][C:34]([N:36]1[CH2:39][CH:38]([Zn+])[CH2:37]1)=[O:35])([CH3:32])([CH3:31])[CH3:30].O, predict the reaction product. The product is: [C:29]([O:33][C:34]([N:36]1[CH2:39][CH:38]([C:2]2[CH:3]=[C:4]3[C:10]([C:11]([O:13][CH3:14])=[O:12])=[N:9][N:8]([S:15]([C:18]4[CH:23]=[CH:22][C:21]([CH3:24])=[CH:20][CH:19]=4)(=[O:17])=[O:16])[C:5]3=[N:6][CH:7]=2)[CH2:37]1)=[O:35])([CH3:32])([CH3:30])[CH3:31].